Dataset: KCNQ2 potassium channel screen with 302,405 compounds. Task: Binary Classification. Given a drug SMILES string, predict its activity (active/inactive) in a high-throughput screening assay against a specified biological target. (1) The molecule is Fc1ccc(Cn2c(=N)c(C(=O)NC3CCCC3)cc3c2nc2n(c3=O)cccc2C)cc1. The result is 0 (inactive). (2) The drug is S1C(N\N=C2\c3c(N(C2=O)CC)ccc(c3)CC)=NC(=O)C1. The result is 1 (active). (3) The compound is OCCNc1c2c(nc(c1)C)cccc2. The result is 0 (inactive). (4) The drug is S(CC(=O)N(C(C)(C)C)Cc1ccccc1)c1[nH]nc(c(=O)n1)C. The result is 0 (inactive).